Dataset: Reaction yield outcomes from USPTO patents with 853,638 reactions. Task: Predict the reaction yield, written as a fraction of the theoretical maximum amount of product (1.0 means a 100% yield; for example, 0.34 means a 34% yield). (1) The reactants are [Cl:1][C:2]1[CH:11]=[CH:10][C:9]2[C:4](=[CH:5][CH:6]=[C:7](B3OC(C)(C)C(C)(C)O3)[CH:8]=2)[N:3]=1.I[C:22]1[N:23]=[C:24]([C@@H:27]2[CH2:31][CH2:30][CH2:29][N:28]2[C:32]([O:34][C:35]([CH3:38])([CH3:37])[CH3:36])=[O:33])[NH:25][CH:26]=1.C(=O)(O)[O-].[Na+].C1(C)C=CC=CC=1. The catalyst is O.C(O)C. The product is [Cl:1][C:2]1[CH:11]=[CH:10][C:9]2[C:4](=[CH:5][CH:6]=[C:7]([C:26]3[N:25]=[C:24]([C@@H:27]4[CH2:31][CH2:30][CH2:29][N:28]4[C:32]([O:34][C:35]([CH3:38])([CH3:37])[CH3:36])=[O:33])[NH:23][CH:22]=3)[CH:8]=2)[N:3]=1. The yield is 0.450. (2) The catalyst is CN1CCCC1=O.C1C=CC([P]([Pd]([P](C2C=CC=CC=2)(C2C=CC=CC=2)C2C=CC=CC=2)([P](C2C=CC=CC=2)(C2C=CC=CC=2)C2C=CC=CC=2)[P](C2C=CC=CC=2)(C2C=CC=CC=2)C2C=CC=CC=2)(C2C=CC=CC=2)C2C=CC=CC=2)=CC=1.C(OCC)(=O)C. The yield is 0.110. The product is [CH2:1]([O:8][C:9]1[CH:10]=[CH:11][C:12]([CH2:13][C:14]2[O:18][N:17]=[C:16]([C:19]3[C:20]([NH2:26])=[N:21][CH:22]=[CH:23][CH:24]=3)[CH:15]=2)=[CH:27][CH:28]=1)[C:2]1[CH:3]=[CH:4][CH:5]=[CH:6][CH:7]=1. The reactants are [CH2:1]([O:8][C:9]1[CH:28]=[CH:27][C:12]([CH2:13][C:14]2[O:18][N:17]=[C:16]([C:19]3[C:20]([NH2:26])=[N:21][CH:22]=[C:23](Cl)[CH:24]=3)[CH:15]=2)=[CH:11][CH:10]=1)[C:2]1[CH:7]=[CH:6][CH:5]=[CH:4][CH:3]=1.C(O)=O.C(N(CC)C(C)C)(C)C.O. (3) The reactants are [CH:1]([C:3]1[NH:7][CH:6]=[C:5]([C:8]([OH:10])=O)[C:4]=1[CH3:11])=[O:2].[CH3:12][C@H:13]1[CH2:18][NH:17][CH2:16][C@@H:15]([CH3:19])[NH:14]1. No catalyst specified. The product is [CH3:12][C@H:13]1[NH:14][C@@H:15]([CH3:19])[CH2:16][N:17]([C:8]([C:5]2[C:4]([CH3:11])=[C:3]([CH:1]=[O:2])[NH:7][CH:6]=2)=[O:10])[CH2:18]1. The yield is 0.880.